Task: Predict the reaction yield, written as a fraction of the theoretical maximum amount of product (1.0 means a 100% yield; for example, 0.34 means a 34% yield).. Dataset: Reaction yield outcomes from USPTO patents with 853,638 reactions (1) The product is [CH:3]1([CH2:6][O:7][C:14]2[N:13]=[C:12]([C:10]([OH:11])=[O:9])[CH:17]=[CH:16][C:15]=2[N:18]2[CH2:21][C:20]([F:23])([F:22])[CH2:19]2)[CH2:5][CH2:4]1. The yield is 0.140. The reactants are [H-].[Na+].[CH:3]1([CH2:6][OH:7])[CH2:5][CH2:4]1.C[O:9][C:10]([C:12]1[CH:17]=[CH:16][C:15]([N:18]2[CH2:21][C:20]([F:23])([F:22])[CH2:19]2)=[C:14](Cl)[N:13]=1)=[O:11]. The catalyst is CN(C=O)C. (2) The reactants are [H-].[Na+].C(OP([CH2:11][C:12]1[CH:17]=[CH:16][CH:15]=[C:14]([C:18]#[N:19])[CH:13]=1)(=O)OCC)C.[CH3:20][C:21]([CH3:23])=O.O. The catalyst is O1CCCC1. The product is [CH3:20][C:21]([CH3:23])=[CH:11][C:12]1[CH:13]=[C:14]([CH:15]=[CH:16][CH:17]=1)[C:18]#[N:19]. The yield is 0.280.